This data is from Full USPTO retrosynthesis dataset with 1.9M reactions from patents (1976-2016). The task is: Predict the reactants needed to synthesize the given product. (1) Given the product [C:4]([O:3][C:1]([N:8]1[CH2:9][CH2:10][N:11]([C:15]2[CH:22]=[CH:21][C:20]([C:23]([F:26])([F:25])[F:24])=[CH:19][C:16]=2[C:17]#[N:18])[CH2:12][CH2:13]1)=[O:2])([CH3:7])([CH3:6])[CH3:5], predict the reactants needed to synthesize it. The reactants are: [C:1]([N:8]1[CH2:13][CH2:12][NH:11][CH2:10][CH2:9]1)([O:3][C:4]([CH3:7])([CH3:6])[CH3:5])=[O:2].Cl[C:15]1[CH:22]=[CH:21][C:20]([C:23]([F:26])([F:25])[F:24])=[CH:19][C:16]=1[C:17]#[N:18]. (2) Given the product [CH3:1][C:2]1[C:3]([CH3:21])=[CH:4][C:5]2[N:14]([CH2:15][CH2:16][NH:22][C@H:23]3[CH2:27][CH2:26][C@@H:25]([CH2:28][C:29]([OH:31])=[O:30])[CH2:24]3)[C:13]3[C:8]([C:9](=[O:19])[NH:10][C:11](=[O:18])[N:12]=3)=[N:7][C:6]=2[CH:20]=1, predict the reactants needed to synthesize it. The reactants are: [CH3:1][C:2]1[C:3]([CH3:21])=[CH:4][C:5]2[N:14]([CH2:15][CH:16]=O)[C:13]3[C:8]([C:9](=[O:19])[NH:10][C:11](=[O:18])[N:12]=3)=[N:7][C:6]=2[CH:20]=1.[NH2:22][C@H:23]1[CH2:27][CH2:26][C@@H:25]([CH2:28][C:29]([OH:31])=[O:30])[CH2:24]1. (3) Given the product [C:37]([N:11]1[CH2:12][CH2:13][C@H:9]([O:8][C:6]2[CH:7]=[C:2]([CH3:1])[C:3]([C:15]3[CH:20]=[CH:19][CH:18]=[C:17]([CH2:21][O:22][C:23]4[CH:36]=[CH:35][C:26]5[C@H:27]([CH2:30][C:31]([O:33][CH3:34])=[O:32])[CH2:28][O:29][C:25]=5[CH:24]=4)[CH:16]=3)=[C:4]([CH3:14])[CH:5]=2)[CH2:10]1)(=[O:39])[CH3:38], predict the reactants needed to synthesize it. The reactants are: [CH3:1][C:2]1[CH:7]=[C:6]([O:8][C@H:9]2[CH2:13][CH2:12][NH:11][CH2:10]2)[CH:5]=[C:4]([CH3:14])[C:3]=1[C:15]1[CH:20]=[CH:19][CH:18]=[C:17]([CH2:21][O:22][C:23]2[CH:36]=[CH:35][C:26]3[C@H:27]([CH2:30][C:31]([O:33][CH3:34])=[O:32])[CH2:28][O:29][C:25]=3[CH:24]=2)[CH:16]=1.[C:37](OC(=O)C)(=[O:39])[CH3:38].C(N(CC)CC)C. (4) The reactants are: [C:1]([C:3]1[C:4]([N:15]2[CH2:20][CH2:19][N:18](C(OC(C)(C)C)=O)C[CH:16]2C)=[N:5][C:6]([CH3:14])=[C:7]([C:9]([O:11][CH2:12][CH3:13])=[O:10])[CH:8]=1)#[N:2].[C:29]([OH:35])([C:31]([F:34])([F:33])[F:32])=[O:30]. Given the product [F:32][C:31]([F:34])([F:33])[C:29]([OH:35])=[O:30].[F:32][C:31]([F:34])([F:33])[C:29]([OH:35])=[O:30].[NH2:18][CH:19]1[CH2:16][N:15]([C:4]2[C:3]([C:1]#[N:2])=[CH:8][C:7]([C:9]([O:11][CH2:12][CH3:13])=[O:10])=[C:6]([CH3:14])[N:5]=2)[CH2:20]1, predict the reactants needed to synthesize it. (5) Given the product [NH2:30][C:6]1[CH:7]=[C:8]([NH:11][C:12](=[O:29])[C:13]2[CH:18]=[CH:17][CH:16]=[N:15][C:14]=2[NH:19][C:20]2[CH:28]=[C:27]3[C:23]([CH:24]=[N:25][NH:26]3)=[CH:22][CH:21]=2)[CH:9]=[CH:10][C:5]=1[C:1]([CH3:4])([CH3:3])[CH3:2], predict the reactants needed to synthesize it. The reactants are: [C:1]([C:5]1[CH:10]=[CH:9][C:8]([NH:11][C:12](=[O:29])[C:13]2[CH:18]=[CH:17][CH:16]=[N:15][C:14]=2[NH:19][C:20]2[CH:28]=[C:27]3[C:23]([CH:24]=[N:25][NH:26]3)=[CH:22][CH:21]=2)=[CH:7][C:6]=1[N+:30]([O-])=O)([CH3:4])([CH3:3])[CH3:2]. (6) Given the product [CH3:5][C:6]([NH:1][C:2]([NH2:4])=[O:3])([CH:8]([CH3:10])[CH3:9])[CH3:7], predict the reactants needed to synthesize it. The reactants are: [NH2:1][C:2]([NH2:4])=[O:3].[CH3:5][C:6](=[C:8]([CH3:10])[CH3:9])[CH3:7].S(=O)(=O)(O)O.[OH-].[Na+].